This data is from Full USPTO retrosynthesis dataset with 1.9M reactions from patents (1976-2016). The task is: Predict the reactants needed to synthesize the given product. (1) Given the product [C:18]([C@@H:14]1[CH2:15][CH2:16][CH2:17][C@H:12]([NH:11][C:9](=[O:10])[O:8][CH2:1][C:2]2[CH:7]=[CH:6][CH:5]=[CH:4][CH:3]=2)[CH2:13]1)(=[O:20])[NH2:21], predict the reactants needed to synthesize it. The reactants are: [CH2:1]([O:8][C:9]([NH:11][C@H:12]1[CH2:17][CH2:16][CH2:15][C@@H:14]([C:18]([OH:20])=O)[CH2:13]1)=[O:10])[C:2]1[CH:7]=[CH:6][CH:5]=[CH:4][CH:3]=1.[N:21]1C=CC=CC=1.C(OC(OC(C)(C)C)=O)(OC(C)(C)C)=O.C(=O)(O)[O-].[NH4+]. (2) Given the product [CH3:35][N:34]1[C:27]2[N:28]([C:29](=[O:31])[N:30]=[C:25]([O:3][CH2:4][C:5]3[CH:6]=[CH:7][C:8]([O:13][C:14]4[CH:19]=[CH:18][N:17]=[C:16]([C:20]([F:23])([F:21])[F:22])[CH:15]=4)=[C:9]([CH:12]=3)[C:10]#[N:11])[CH:26]=2)[CH2:32][CH2:33]1, predict the reactants needed to synthesize it. The reactants are: [H-].[Na+].[OH:3][CH2:4][C:5]1[CH:6]=[CH:7][C:8]([O:13][C:14]2[CH:19]=[CH:18][N:17]=[C:16]([C:20]([F:23])([F:22])[F:21])[CH:15]=2)=[C:9]([CH:12]=1)[C:10]#[N:11].Cl[C:25]1[CH:26]=[C:27]2[N:34]([CH3:35])[CH2:33][CH2:32][N:28]2[C:29](=[O:31])[N:30]=1. (3) Given the product [CH2:1]([O:5][C:6]1[N:10]([C:11]2[CH:16]=[CH:15][CH:14]=[CH:13][C:12]=2[CH3:17])[N:9]=[C:8]([CH2:18][OH:19])[CH:7]=1)[CH:2]([CH3:4])[CH3:3], predict the reactants needed to synthesize it. The reactants are: [CH2:1]([O:5][C:6]1[N:10]([C:11]2[CH:16]=[CH:15][CH:14]=[CH:13][C:12]=2[CH3:17])[N:9]=[C:8]([C:18](OCC)=[O:19])[CH:7]=1)[CH:2]([CH3:4])[CH3:3].[H-].[Al+3].[Li+].[H-].[H-].[H-].O.O.O.O.O.O.O.O.O.O.S([O-])([O-])(=O)=O.[Na+].[Na+]. (4) Given the product [C:1]([C:3]1[CH:4]=[CH:5][C:6]([N:9]2[C:17]3[C:12](=[CH:13][C:14]([N:18]([CH2:30][C:31]([O:33][CH2:43][CH2:42][N:41]([CH3:45])[CH3:40])=[O:32])[S:19]([C:22]4[CH:27]=[C:26]([Cl:28])[CH:25]=[C:24]([Cl:29])[CH:23]=4)(=[O:20])=[O:21])=[CH:15][CH:16]=3)[CH:11]=[CH:10]2)=[N:7][CH:8]=1)#[N:2], predict the reactants needed to synthesize it. The reactants are: [C:1]([C:3]1[CH:4]=[CH:5][C:6]([N:9]2[C:17]3[C:12](=[CH:13][C:14]([N:18]([CH2:30][C:31]([OH:33])=[O:32])[S:19]([C:22]4[CH:27]=[C:26]([Cl:28])[CH:25]=[C:24]([Cl:29])[CH:23]=4)(=[O:21])=[O:20])=[CH:15][CH:16]=3)[CH:11]=[CH:10]2)=[N:7][CH:8]=1)#[N:2].C(Cl)(=O)C(Cl)=O.[CH3:40][N:41]([CH3:45])[CH2:42][CH2:43]O.C(=O)([O-])O.[Na+]. (5) Given the product [Br:1][C:2]1[CH:3]=[CH:4][C:5]([C:8]2[CH2:12][CH:11]([CH2:13][NH:23][CH2:22][CH2:21][C:18]3[CH:19]=[CH:20][N:15]=[CH:16][CH:17]=3)[O:10][N:9]=2)=[N:6][CH:7]=1, predict the reactants needed to synthesize it. The reactants are: [Br:1][C:2]1[CH:3]=[CH:4][C:5]([C:8]2[CH2:12][CH:11]([CH2:13]Cl)[O:10][N:9]=2)=[N:6][CH:7]=1.[N:15]1[CH:20]=[CH:19][C:18]([CH2:21][CH2:22][NH2:23])=[CH:17][CH:16]=1. (6) Given the product [NH2:1][C:2]1[N:3]=[C:4]([NH:9][CH2:10][CH2:11][NH:12][C:13]2[C:14]3[N:15]([N:27]=[C:28]([CH2:30][OH:31])[CH:29]=3)[CH:16]=[C:17]([C:19]3[CH:24]=[CH:23][C:22]([Cl:25])=[CH:21][C:20]=3[Cl:26])[N:18]=2)[S:5][C:6]=1[C:7]#[N:8], predict the reactants needed to synthesize it. The reactants are: [NH2:1][C:2]1[N:3]=[C:4]([NH:9][CH2:10][CH2:11][NH:12][C:13]2[C:14]3[N:15]([N:27]=[C:28]([C:30](OCC)=[O:31])[CH:29]=3)[CH:16]=[C:17]([C:19]3[CH:24]=[CH:23][C:22]([Cl:25])=[CH:21][C:20]=3[Cl:26])[N:18]=2)[S:5][C:6]=1[C:7]#[N:8].[H-].[Al+3].[Li+].[H-].[H-].[H-].CO.Cl.